From a dataset of Reaction yield outcomes from USPTO patents with 853,638 reactions. Predict the reaction yield, written as a fraction of the theoretical maximum amount of product (1.0 means a 100% yield; for example, 0.34 means a 34% yield). (1) The reactants are Cl[C:2]1[C:11]2[C:6](=[CH:7][C:8]([O:14][CH3:15])=[C:9]([O:12][CH3:13])[CH:10]=2)[N:5]=[CH:4][C:3]=1[C:16]([NH2:18])=[O:17].[NH2:19][C:20]1[CH:28]=[CH:27][CH:26]=[C:25]2[C:21]=1[CH:22]=[CH:23][NH:24]2.C([O-])(=O)C.[Na+].[OH-].[Na+]. The catalyst is CN(C=O)C.O.C(O)(=O)C. The product is [NH:24]1[C:25]2[C:21](=[C:20]([NH:19][C:2]3[C:11]4[C:6](=[CH:7][C:8]([O:14][CH3:15])=[C:9]([O:12][CH3:13])[CH:10]=4)[N:5]=[CH:4][C:3]=3[C:16]([NH2:18])=[O:17])[CH:28]=[CH:27][CH:26]=2)[CH:22]=[CH:23]1. The yield is 0.430. (2) The reactants are [CH3:1][O:2][C:3]1[CH:8]=[CH:7][C:6]([N:9]2[C:13]3[CH:14]=[CH:15][C:16]([OH:18])=[CH:17][C:12]=3[N:11]=[CH:10]2)=[CH:5][CH:4]=1.[H-].[Na+].[CH2:21]([N:23]([CH2:27][CH3:28])[C:24](Cl)=[S:25])[CH3:22].O1CCC[CH2:30]1.CN(C)C=O. The catalyst is O1CCCC1.[OH-].[Na+]. The product is [CH2:21]([N:23]([CH2:27][CH3:28])[C:24](=[S:25])[O:18][C:16]1[CH:15]=[CH:14][C:13]2[N:9]([C:6]3[CH:5]=[CH:4][C:3]([O:2][CH2:1][CH3:30])=[CH:8][CH:7]=3)[CH:10]=[N:11][C:12]=2[CH:17]=1)[CH3:22]. The yield is 0.650. (3) The reactants are [Cl:1][C:2]1[CH:7]=[CH:6][C:5]([C:8]2[C:14]3[CH:15]=[C:16]([O:19][CH3:20])[CH:17]=[CH:18][C:13]=3[N:12]3[C:21]([CH3:24])=[N:22][N:23]=[C:11]3[C@H:10]([CH2:25][C:26]([O:28]C)=[O:27])[N:9]=2)=[CH:4][CH:3]=1.[OH-].[Na+]. The catalyst is C1COCC1. The product is [Cl:1][C:2]1[CH:7]=[CH:6][C:5]([C:8]2[C:14]3[CH:15]=[C:16]([O:19][CH3:20])[CH:17]=[CH:18][C:13]=3[N:12]3[C:21]([CH3:24])=[N:22][N:23]=[C:11]3[C@H:10]([CH2:25][C:26]([OH:28])=[O:27])[N:9]=2)=[CH:4][CH:3]=1. The yield is 0.980. (4) The reactants are [C:1](#[N:5])[CH2:2][C:3]#[N:4].C[O-].[Na+].[F:9][CH:10]([F:15])[C:11](OC)=[O:12]. The catalyst is CO. The product is [F:9][CH:10]([F:15])[C:11](=[C:2]([C:1]#[N:5])[C:3]#[N:4])[OH:12]. The yield is 1.00. (5) The reactants are [CH2:1]([O:8][C:9]1[CH:14]=[C:13]([O:15][CH2:16][C:17]2[CH:22]=[CH:21][CH:20]=[CH:19][CH:18]=2)[C:12]([CH:23]([CH3:25])[CH3:24])=[CH:11][C:10]=1[C:26]1[O:30][N:29]=[C:28]([C:31]([NH:33][CH2:34][CH3:35])=[O:32])[C:27]=1[C:36]1[O:40][N:39]=[C:38]([C:41]([NH2:43])=O)[CH:37]=1)[C:2]1[CH:7]=[CH:6][CH:5]=[CH:4][CH:3]=1.S(Cl)(Cl)=O. The catalyst is CN(C=O)C. The product is [CH2:1]([O:8][C:9]1[CH:14]=[C:13]([O:15][CH2:16][C:17]2[CH:22]=[CH:21][CH:20]=[CH:19][CH:18]=2)[C:12]([CH:23]([CH3:25])[CH3:24])=[CH:11][C:10]=1[C:26]1[O:30][N:29]=[C:28]([C:31]([NH:33][CH2:34][CH3:35])=[O:32])[C:27]=1[C:36]1[O:40][N:39]=[C:38]([C:41]#[N:43])[CH:37]=1)[C:2]1[CH:3]=[CH:4][CH:5]=[CH:6][CH:7]=1. The yield is 0.900.